Regression/Classification. Given a drug SMILES string, predict its absorption, distribution, metabolism, or excretion properties. Task type varies by dataset: regression for continuous measurements (e.g., permeability, clearance, half-life) or binary classification for categorical outcomes (e.g., BBB penetration, CYP inhibition). Dataset: cyp2c9_veith. From a dataset of CYP2C9 inhibition data for predicting drug metabolism from PubChem BioAssay. (1) The molecule is O=c1[nH]c(=O)n(CCOc2ccc(Cl)cc2)cc1Br. The result is 0 (non-inhibitor). (2) The molecule is Cc1cc2c(c(=O)o1)[C@H](O)[C@H]1O[C@@H]1C2=O. The result is 0 (non-inhibitor). (3) The drug is COc1ccc(CNc2cc(-c3ccccc3C)ncn2)c(OC)c1. The result is 0 (non-inhibitor). (4) The drug is C[N+](C)(C)CCOC(=O)CBr. The result is 0 (non-inhibitor). (5) The drug is CC(=O)N1CCC2(CC1)CN(C(c1ccccc1)c1ccccc1)C2. The result is 0 (non-inhibitor). (6) The molecule is CC(C)N=C(NC#N)SCc1ccc(Br)cc1. The result is 1 (inhibitor). (7) The compound is COc1ccc(NC(=O)N2CCC3(CC2)CCN(S(=O)(=O)c2ccccc2)CC3)cc1. The result is 0 (non-inhibitor). (8) The molecule is COc1ccc(-c2cc(C(F)(F)F)nc(N3CCOCC3)n2)cc1OC. The result is 1 (inhibitor). (9) The molecule is O=C(c1csnn1)N1CCC2(CC1)CN(Cc1ccncc1)C2. The result is 1 (inhibitor).